Task: Predict the reaction yield, written as a fraction of the theoretical maximum amount of product (1.0 means a 100% yield; for example, 0.34 means a 34% yield).. Dataset: Reaction yield outcomes from USPTO patents with 853,638 reactions (1) The reactants are [O:1]=[S:2]1(=[O:49])[CH2:7][CH2:6][N:5]([CH2:8][CH2:9][NH:10][C@:11]23[CH2:45][CH2:44][C@@H:43]([C:46]([CH3:48])=[CH2:47])[C@@H:12]2[C@@H:13]2[C@@:26]([CH3:29])([CH2:27][CH2:28]3)[C@@:25]3([CH3:30])[C@@H:16]([C@:17]4([CH3:42])[C@@H:22]([CH2:23][CH2:24]3)[C:21]([CH3:32])([CH3:31])[C:20]([C:33]3[CH2:38][CH2:37][CH:36]([C:39]([OH:41])=[O:40])[CH2:35][CH:34]=3)=[CH:19][CH2:18]4)[CH2:15][CH2:14]2)[CH2:4][CH2:3]1.C(N/C(=N/C(C)C)/O[CH2:56][CH2:57][Si:58]([CH3:61])([CH3:60])[CH3:59])(C)C.O1CCOCC1. The catalyst is C1COCC1. The product is [O:49]=[S:2]1(=[O:1])[CH2:7][CH2:6][N:5]([CH2:8][CH2:9][NH:10][C@:11]23[CH2:45][CH2:44][C@@H:43]([C:46]([CH3:48])=[CH2:47])[C@@H:12]2[C@@H:13]2[C@@:26]([CH3:29])([CH2:27][CH2:28]3)[C@@:25]3([CH3:30])[C@@H:16]([C@:17]4([CH3:42])[C@@H:22]([CH2:23][CH2:24]3)[C:21]([CH3:32])([CH3:31])[C:20]([C:33]3[CH2:38][CH2:37][CH:36]([C:39]([O:41][CH2:56][CH2:57][Si:58]([CH3:61])([CH3:60])[CH3:59])=[O:40])[CH2:35][CH:34]=3)=[CH:19][CH2:18]4)[CH2:15][CH2:14]2)[CH2:4][CH2:3]1. The yield is 0.699. (2) The reactants are N(C(C)=O)(CNC(C)=O)CNC(C)=O.C=O.O.[C:18]([OH:21])(=[O:20])[CH3:19].N(CC(O)=O)CC(O)=O.[C:31]([NH:34][CH2:35][C:36]([OH:38])=[O:37])(=[O:33])[CH3:32]. The catalyst is COCCOC. The product is [C:31]([N:34]([CH2:35][C:36]([OH:38])=[O:37])[CH2:19][C:18]([OH:21])=[O:20])(=[O:33])[CH3:32]. The yield is 0.930. (3) The reactants are [NH2:1][C:2]1[NH:6][N:5]=[C:4]([OH:7])[CH:3]=1.O.C1(C)C=CC(S(O)(=O)=O)=CC=1.[O:20]([CH2:27][CH2:28]O)[C:21]1[CH:26]=[CH:25][CH:24]=[CH:23][CH:22]=1. The catalyst is C(#N)C. The product is [O:20]([CH2:27][CH2:28][O:7][C:4]1[CH:3]=[C:2]([NH2:1])[NH:6][N:5]=1)[C:21]1[CH:26]=[CH:25][CH:24]=[CH:23][CH:22]=1. The yield is 0.330. (4) The reactants are Cl.[NH2:2][C:3]1[C:11]([OH:12])=[C:10]2[C:6]([CH2:7][CH2:8][CH:9]2[CH2:13][CH2:14][NH:15][C:16](=[O:18])[CH3:17])=[CH:5][CH:4]=1.[CH2:19]([N:21]([CH2:24]C)[CH2:22]C)C.C(=O)([O-])O.[Na+]. The catalyst is ClCCl.C(OCC)(=O)C. The product is [CH3:19][N:21]([CH3:24])[C:22]1[O:12][C:11]2[C:10]3[CH:9]([CH2:13][CH2:14][NH:15][C:16](=[O:18])[CH3:17])[CH2:8][CH2:7][C:6]=3[CH:5]=[CH:4][C:3]=2[N:2]=1. The yield is 0.0700. (5) The reactants are [N+:1]([C:4]1[CH:9]=[CH:8][C:7]([N:10]2[CH2:14][CH2:13][CH:12]([NH:15]C(=O)C)[CH2:11]2)=[CH:6][CH:5]=1)([O-:3])=[O:2].Cl.[OH-].[Na+]. The product is [N+:1]([C:4]1[CH:9]=[CH:8][C:7]([N:10]2[CH2:14][CH2:13][CH:12]([NH2:15])[CH2:11]2)=[CH:6][CH:5]=1)([O-:3])=[O:2]. The yield is 0.890. The catalyst is O. (6) The reactants are [CH3:1][N:2]1[CH:6]=[CH:5][CH:4]=[CH:3]1.[Cl:7][C:8]([Cl:13])([Cl:12])[C:9](Cl)=[O:10].C(=O)([O-])O.[Na+]. The catalyst is C(Cl)Cl. The product is [Cl:7][C:8]([Cl:13])([Cl:12])[C:9]([C:3]1[N:2]([CH3:1])[CH:6]=[CH:5][CH:4]=1)=[O:10]. The yield is 0.720.